Dataset: NCI-60 drug combinations with 297,098 pairs across 59 cell lines. Task: Regression. Given two drug SMILES strings and cell line genomic features, predict the synergy score measuring deviation from expected non-interaction effect. (1) Drug 1: CNC(=O)C1=CC=CC=C1SC2=CC3=C(C=C2)C(=NN3)C=CC4=CC=CC=N4. Drug 2: CCN(CC)CCCC(C)NC1=C2C=C(C=CC2=NC3=C1C=CC(=C3)Cl)OC. Cell line: OVCAR3. Synergy scores: CSS=25.8, Synergy_ZIP=0.275, Synergy_Bliss=3.66, Synergy_Loewe=-10.1, Synergy_HSA=-0.440. (2) Synergy scores: CSS=7.10, Synergy_ZIP=-2.17, Synergy_Bliss=0.809, Synergy_Loewe=-14.4, Synergy_HSA=-0.145. Drug 1: CC1C(C(=O)NC(C(=O)N2CCCC2C(=O)N(CC(=O)N(C(C(=O)O1)C(C)C)C)C)C(C)C)NC(=O)C3=C4C(=C(C=C3)C)OC5=C(C(=O)C(=C(C5=N4)C(=O)NC6C(OC(=O)C(N(C(=O)CN(C(=O)C7CCCN7C(=O)C(NC6=O)C(C)C)C)C)C(C)C)C)N)C. Cell line: SK-MEL-28. Drug 2: COCCOC1=C(C=C2C(=C1)C(=NC=N2)NC3=CC=CC(=C3)C#C)OCCOC.Cl. (3) Drug 1: CC(C)(C#N)C1=CC(=CC(=C1)CN2C=NC=N2)C(C)(C)C#N. Drug 2: C(CC(=O)O)C(=O)CN.Cl. Cell line: K-562. Synergy scores: CSS=-14.2, Synergy_ZIP=15.6, Synergy_Bliss=25.7, Synergy_Loewe=-6.32, Synergy_HSA=1.55. (4) Drug 1: CNC(=O)C1=NC=CC(=C1)OC2=CC=C(C=C2)NC(=O)NC3=CC(=C(C=C3)Cl)C(F)(F)F. Drug 2: CCN(CC)CCCC(C)NC1=C2C=C(C=CC2=NC3=C1C=CC(=C3)Cl)OC. Cell line: CCRF-CEM. Synergy scores: CSS=14.6, Synergy_ZIP=-6.65, Synergy_Bliss=-5.10, Synergy_Loewe=-15.1, Synergy_HSA=-5.88. (5) Drug 1: C1=CC(=C2C(=C1NCCNCCO)C(=O)C3=C(C=CC(=C3C2=O)O)O)NCCNCCO. Drug 2: C1C(C(OC1N2C=NC3=C2NC=NCC3O)CO)O. Cell line: DU-145. Synergy scores: CSS=59.9, Synergy_ZIP=-5.06, Synergy_Bliss=-5.11, Synergy_Loewe=-7.48, Synergy_HSA=-3.03. (6) Drug 1: CC1=C(C=C(C=C1)NC2=NC=CC(=N2)N(C)C3=CC4=NN(C(=C4C=C3)C)C)S(=O)(=O)N.Cl. Drug 2: CCCCC(=O)OCC(=O)C1(CC(C2=C(C1)C(=C3C(=C2O)C(=O)C4=C(C3=O)C=CC=C4OC)O)OC5CC(C(C(O5)C)O)NC(=O)C(F)(F)F)O. Cell line: RXF 393. Synergy scores: CSS=8.40, Synergy_ZIP=-2.64, Synergy_Bliss=0.853, Synergy_Loewe=-1.09, Synergy_HSA=3.47. (7) Drug 1: C1=CN(C(=O)N=C1N)C2C(C(C(O2)CO)O)O.Cl. Drug 2: CCC1(CC2CC(C3=C(CCN(C2)C1)C4=CC=CC=C4N3)(C5=C(C=C6C(=C5)C78CCN9C7C(C=CC9)(C(C(C8N6C)(C(=O)OC)O)OC(=O)C)CC)OC)C(=O)OC)O.OS(=O)(=O)O. Cell line: UACC62. Synergy scores: CSS=14.9, Synergy_ZIP=-0.705, Synergy_Bliss=3.18, Synergy_Loewe=0.296, Synergy_HSA=1.80. (8) Drug 1: CC12CCC3C(C1CCC2O)C(CC4=C3C=CC(=C4)O)CCCCCCCCCS(=O)CCCC(C(F)(F)F)(F)F. Drug 2: CC(C)NC(=O)C1=CC=C(C=C1)CNNC.Cl. Cell line: UACC62. Synergy scores: CSS=-0.830, Synergy_ZIP=1.01, Synergy_Bliss=2.46, Synergy_Loewe=0.475, Synergy_HSA=0.660.